This data is from Drug-target binding data from BindingDB using Ki measurements. The task is: Regression. Given a target protein amino acid sequence and a drug SMILES string, predict the binding affinity score between them. We predict pKi (pKi = -log10(Ki in M); higher means stronger inhibition). Dataset: bindingdb_ki. (1) The drug is Br.CN1CCc2cc(O)c(O)c(Sc3ccccc3)c2CC1. The target protein sequence is MGSAVAEQGVWQLLLVTFVSYALLPVRSLLAIGFGLVVAASHLLVTAALVPAKRPRLWRTLGANALLFFGVNMYGVFVRILTERSQRKAFLQARNCIEDRLRLEDENEKQERLLMSLLPRNVAMEMKEDFLKPPERIFHKIYIQRHDNVSILFADIVGFTGLASQCTAQELVKLLNELFGKFDELATENHCRRIKILGDCYYCVSGLTQPKTDHAHCCVEMGLDMIDTITSVAEATEVDLNMRVGLHTGRVLCGVLGLRKWQYDVWSNDVTLANVMEAAGLPGKVHITKTTLACLNGDYEVEPGHGHERNTFLRTHNIETFFIVPSHRRKIFPGLILSDIKPAKRMKFKTVCYLLVQLMHCRKMFKAEIPFSNVMTCEDDDKRRALRTASEKLRNRSSFSTNVVYTTPGTRVNRYISRLLEARQTELEMADLNFFTLKYKHVEREQKYHQLQDEYFTSAVVLALILATLFGLIYLLVIPQSVAVLLLLVFSICFLVACTL.... The pKi is 7.7. (2) The drug is CCc1nc(N)nc(N)c1C#CCc1cc(OC)cc(-c2ccccc2)c1. The target protein sequence is MIVSFMVAMDENRVIGKDNNLPWRLPSELQYVKKTTMGHPLIMGRKNYEAIGRPLPGRRNIIVTRNEGYHVEGCEVAHSVEEVFELCKNEEEIFIFGGAQIYDLFLPYVDKLYITKIHHAFEGDTFFPEMDMTNWKEVFVEKGLTDEKNPYTYYYHVYEKQQ. The pKi is 6.5. (3) The small molecule is CO[C@@H]1CN(O)C[C@@H](CO)O1. The target protein (Q58D55) has sequence MPGVVRLLALLLVPLLLGSARGLHNATQRTFQIDYRRNRFLKDGQPFRYISGSIHYFRVPRFYWKDRLLKMKMAGLNAIQTYVAWNFHELQPGRYNFSGDHDVEHFIQLAHELGLLVILRPGPYICAEWDMGGLPAWLLEKKSIVLRSSDPDYLAAVDKWLGVLLPKMRPLLYKNGGPIITVQVENEYGSYLSCDYDYLRFLQKRFHDHLGEDVLLFTTDGVNERLLQCGALQGLYATVDFSPGTNLTAAFMLQRKFEPTGPLVNSEFYTGWLDHWGQRHSTVSSKAVAFTLHDMLALGANVNMYMFIGGTNFAYWNGANIPYQPQPTSYDYDAPLSEAGDLTEKYFALRDIIQKFAKVPEGPIPPSTPKFAYGKVALNKLKTVEDALNILCPSGPIKSVYPLTFIDVKQYFGFVLYRTMLPEDCSDPTPLSSPLSGVHDRAYVSVNGVAQGILERESVITLNITGKAGATLDLLVENMGRVNYGSSINDFKGLVSNLTL.... The pKi is 4.7.